Dataset: Full USPTO retrosynthesis dataset with 1.9M reactions from patents (1976-2016). Task: Predict the reactants needed to synthesize the given product. (1) Given the product [Br:1][C:2]1[CH:25]=[N:24][C:5]2=[N:6][C:7]([NH:11][CH2:12][CH:13]3[CH2:16][N:15]([C:17]([O:19][C:20]([CH3:23])([CH3:22])[CH3:21])=[O:18])[CH2:14]3)=[C:8]([NH:27][NH2:28])[N:9]=[C:4]2[CH:3]=1, predict the reactants needed to synthesize it. The reactants are: [Br:1][C:2]1[CH:25]=[N:24][C:5]2=[N:6][C:7]([NH:11][CH2:12][CH:13]3[CH2:16][N:15]([C:17]([O:19][C:20]([CH3:23])([CH3:22])[CH3:21])=[O:18])[CH2:14]3)=[C:8](Cl)[N:9]=[C:4]2[CH:3]=1.O.[NH2:27][NH2:28].CCOCC. (2) Given the product [O:11]=[CH:12][CH2:13][N:14]1[C:22]2[C:17](=[CH:18][CH:19]=[CH:20][C:21]=2[C:23]([O:25][CH3:26])=[O:24])[CH:16]=[N:15]1, predict the reactants needed to synthesize it. The reactants are: C(Cl)(=O)C(Cl)=O.CS(C)=O.[OH:11][CH2:12][CH2:13][N:14]1[C:22]2[C:17](=[CH:18][CH:19]=[CH:20][C:21]=2[C:23]([O:25][CH3:26])=[O:24])[CH:16]=[N:15]1. (3) Given the product [Cl:30][C:27]1[CH:28]=[CH:29][C:24]([O:15][C:11]2[CH:10]=[C:9]([CH:14]=[CH:13][CH:12]=2)[C:8]([OH:7])=[O:16])=[N:25][CH:26]=1, predict the reactants needed to synthesize it. The reactants are: CN(C)C=O.C[O:7][C:8](=[O:16])[C:9]1[CH:14]=[CH:13][CH:12]=[C:11]([OH:15])[CH:10]=1.CC(C)([O-])C.[K+].Br[C:24]1[CH:29]=[CH:28][C:27]([Cl:30])=[CH:26][N:25]=1. (4) Given the product [C:46]([O:45][C:43]([NH:42][C@H:41]([C:50]([O:52][CH3:53])=[O:51])[CH2:40][C:39]1[CH:38]=[CH:37][C:36]([NH:35][C:15]([NH:1][C:2]2[CH:3]=[N:4][C:5]([O:12][CH3:13])=[CH:6][C:7]=2[C:8]([O:10][CH3:11])=[O:9])=[O:17])=[CH:55][CH:54]=1)=[O:44])([CH3:47])([CH3:48])[CH3:49], predict the reactants needed to synthesize it. The reactants are: [NH2:1][C:2]1[C:7]([C:8]([O:10][CH3:11])=[O:9])=[CH:6][C:5]([O:12][CH3:13])=[N:4][CH:3]=1.Cl[C:15](Cl)([O:17]C(=O)OC(Cl)(Cl)Cl)Cl.C(N(C(C)C)CC)(C)C.[NH2:35][C:36]1[CH:55]=[CH:54][C:39]([CH2:40][C@@H:41]([C:50]([O:52][CH3:53])=[O:51])[NH:42][C:43]([O:45][C:46]([CH3:49])([CH3:48])[CH3:47])=[O:44])=[CH:38][CH:37]=1. (5) Given the product [CH:1]1([C:4]2[CH:5]=[C:6]([O:10][S:20]([C:23]([F:26])([F:25])[F:24])(=[O:22])=[O:21])[N:7]([CH3:9])[N:8]=2)[CH2:3][CH2:2]1, predict the reactants needed to synthesize it. The reactants are: [CH:1]1([C:4]2[CH:5]=[C:6]([OH:10])[N:7]([CH3:9])[N:8]=2)[CH2:3][CH2:2]1.[H-].[Na+].C1C=CC(N([S:20]([C:23]([F:26])([F:25])[F:24])(=[O:22])=[O:21])[S:20]([C:23]([F:26])([F:25])[F:24])(=[O:22])=[O:21])=CC=1.O.